Dataset: Full USPTO retrosynthesis dataset with 1.9M reactions from patents (1976-2016). Task: Predict the reactants needed to synthesize the given product. (1) Given the product [CH3:1][O:2][CH2:3][O:4][C:5]1[CH:13]=[C:12]2[C:8]([CH2:9][CH2:10][CH2:11]2)=[CH:7][C:6]=1[NH:14][S:21]([C:18]1[S:19][CH:20]=[C:16]([CH3:15])[N:17]=1)(=[O:23])=[O:22], predict the reactants needed to synthesize it. The reactants are: [CH3:1][O:2][CH2:3][O:4][C:5]1[CH:13]=[C:12]2[C:8]([CH2:9][CH2:10][CH2:11]2)=[CH:7][C:6]=1[NH2:14].[CH3:15][C:16]1[N:17]=[C:18]([S:21](Cl)(=[O:23])=[O:22])[S:19][CH:20]=1.COC(C)(C)C. (2) Given the product [CH:1]1([N:5]2[CH2:6][CH2:7][N:8]([C:11]([C:13]3[CH:14]=[C:15]4[C:19](=[CH:20][CH:21]=3)[N:18]([C:37]3[CH:36]=[CH:35][C:34]([C:33]([F:44])([F:43])[F:32])=[CH:39][CH:38]=3)[C:17]([C:22]([N:24]3[CH2:25][CH2:26][C:27]([F:30])([F:31])[CH2:28][CH2:29]3)=[O:23])=[CH:16]4)=[O:12])[CH2:9][CH2:10]2)[CH2:2][CH2:3][CH2:4]1, predict the reactants needed to synthesize it. The reactants are: [CH:1]1([N:5]2[CH2:10][CH2:9][N:8]([C:11]([C:13]3[CH:14]=[C:15]4[C:19](=[CH:20][CH:21]=3)[NH:18][C:17]([C:22]([N:24]3[CH2:29][CH2:28][C:27]([F:31])([F:30])[CH2:26][CH2:25]3)=[O:23])=[CH:16]4)=[O:12])[CH2:7][CH2:6]2)[CH2:4][CH2:3][CH2:2]1.[F:32][C:33]([F:44])([F:43])[C:34]1[CH:35]=[C:36](B(O)O)[CH:37]=[CH:38][CH:39]=1.N1C=CC=CC=1. (3) Given the product [Cl:23][C:24]1[CH:29]=[CH:28][C:27]([C:2]2[CH:7]=[CH:6][C:5]([CH2:8][CH2:9][S:10][CH:11]3[CH2:15][CH2:14][O:13][C:12]3=[O:16])=[CH:4][CH:3]=2)=[CH:26][CH:25]=1, predict the reactants needed to synthesize it. The reactants are: Br[C:2]1[CH:7]=[CH:6][C:5]([CH2:8][CH2:9][S:10][CH:11]2[CH2:15][CH2:14][O:13][C:12]2=[O:16])=[CH:4][CH:3]=1.C(=O)([O-])[O-].[K+].[K+].[Cl:23][C:24]1[CH:29]=[CH:28][C:27](B(O)O)=[CH:26][CH:25]=1.O.